Dataset: Forward reaction prediction with 1.9M reactions from USPTO patents (1976-2016). Task: Predict the product of the given reaction. (1) The product is: [C:1]([C:3]1[CH:4]=[CH:5][C:6]([C:9]2[N:13]3[CH:14]=[C:15]([C:18]4[CH:26]=[CH:25][C:21]([C:22]([NH:58][CH2:59][C:60]([N:62]5[CH2:67][CH2:66][O:65][CH2:64][CH2:63]5)=[O:61])=[O:24])=[CH:20][CH:19]=4)[CH:16]=[CH:17][C:12]3=[N:11][CH:10]=2)=[CH:7][CH:8]=1)#[N:2]. Given the reactants [C:1]([C:3]1[CH:8]=[CH:7][C:6]([C:9]2[N:13]3[CH:14]=[C:15]([C:18]4[CH:26]=[CH:25][C:21]([C:22]([OH:24])=O)=[CH:20][CH:19]=4)[CH:16]=[CH:17][C:12]3=[N:11][CH:10]=2)=[CH:5][CH:4]=1)#[N:2].CN(C(ON1N=NC2C=CC=NC1=2)=[N+](C)C)C.F[P-](F)(F)(F)(F)F.CN1CCOCC1.[NH2:58][CH2:59][C:60]([N:62]1[CH2:67][CH2:66][O:65][CH2:64][CH2:63]1)=[O:61], predict the reaction product. (2) Given the reactants [Cl:1][C:2]1[CH:3]=[C:4]([C:9]2[CH:21]=[CH:20][C:12]([C:13]([NH:15][S:16]([CH3:19])(=[O:18])=[O:17])=[O:14])=[CH:11][C:10]=2[O:22][CH:23](F)F)[CH:5]=[N:6][C:7]=1F.C(N(CC)CC)C.[CH:33]([CH:36]1[CH2:40][CH2:39][CH2:38][NH:37]1)([CH3:35])[CH3:34], predict the reaction product. The product is: [Cl:1][C:2]1[CH:3]=[C:4]([C:9]2[CH:21]=[CH:20][C:12]([C:13]([NH:15][S:16]([CH3:19])(=[O:18])=[O:17])=[O:14])=[CH:11][C:10]=2[O:22][CH3:23])[CH:5]=[N:6][C:7]=1[N:37]1[CH2:38][CH2:39][CH2:40][CH:36]1[CH:33]([CH3:35])[CH3:34]. (3) Given the reactants [NH2:1][C:2]1[CH:3]=[C:4](B(O)O)[CH:5]=[CH:6][CH:7]=1.Br[C:12]1[N:13]=[CH:14][N:15]([C:17]([C:30]2[CH:35]=[CH:34][CH:33]=[CH:32][CH:31]=2)([C:24]2[CH:29]=[CH:28][CH:27]=[CH:26][CH:25]=2)[C:18]2[CH:23]=[CH:22][CH:21]=[CH:20][CH:19]=2)[CH:16]=1.F[B-](F)(F)F.C([PH+](C(C)(C)C)C(C)(C)C)(C)(C)C.[F-].[K+], predict the reaction product. The product is: [C:17]([N:15]1[CH:16]=[C:12]([C:4]2[CH:3]=[C:2]([CH:7]=[CH:6][CH:5]=2)[NH2:1])[N:13]=[CH:14]1)([C:24]1[CH:25]=[CH:26][CH:27]=[CH:28][CH:29]=1)([C:30]1[CH:35]=[CH:34][CH:33]=[CH:32][CH:31]=1)[C:18]1[CH:23]=[CH:22][CH:21]=[CH:20][CH:19]=1. (4) Given the reactants [F:1][C:2]1[CH:8]=[CH:7][C:5]([NH2:6])=[CH:4][C:3]=1[O:9][CH3:10].F[C:12]1[C:17]([C:18]2[N:23]=[C:22]([CH3:24])[N:21]=[C:20]([N:25]([CH2:35][C:36]3[CH:41]=[CH:40][C:39]([O:42][CH3:43])=[CH:38][CH:37]=3)[CH2:26][C:27]3[CH:32]=[CH:31][C:30]([O:33][CH3:34])=[CH:29][CH:28]=3)[N:19]=2)=[CH:16][CH:15]=[CH:14][N:13]=1, predict the reaction product. The product is: [F:1][C:2]1[CH:8]=[CH:7][C:5]([NH:6][C:12]2[C:17]([C:18]3[N:23]=[C:22]([CH3:24])[N:21]=[C:20]([N:25]([CH2:26][C:27]4[CH:28]=[CH:29][C:30]([O:33][CH3:34])=[CH:31][CH:32]=4)[CH2:35][C:36]4[CH:37]=[CH:38][C:39]([O:42][CH3:43])=[CH:40][CH:41]=4)[N:19]=3)=[CH:16][CH:15]=[CH:14][N:13]=2)=[CH:4][C:3]=1[O:9][CH3:10]. (5) Given the reactants I[C:2]1[S:3][C:4]([CH3:7])=[CH:5][CH:6]=1.C1(P(C2C=CC=CC=2)C2C=CC=CC=2)C=CC=CC=1.[CH2:27]([OH:30])[C:28]#[CH:29].C(N(C(C)C)CC)(C)C, predict the reaction product. The product is: [CH3:7][C:4]1[S:3][C:2]([C:29]#[C:28][CH2:27][OH:30])=[CH:6][CH:5]=1. (6) The product is: [ClH:1].[CH2:19]([N:2]1[CH2:7][CH2:6][CH:5]([CH2:8][CH2:9][C:10]([OH:12])=[O:11])[CH2:4][CH2:3]1)[C:20]1[CH:25]=[CH:24][CH:23]=[CH:22][CH:21]=1. Given the reactants [ClH:1].[NH:2]1[CH2:7][CH2:6][CH:5]([CH2:8][CH2:9][C:10]([OH:12])=[O:11])[CH2:4][CH2:3]1.C([O-])([O-])=O.[K+].[K+].[CH2:19](Br)[C:20]1[CH:25]=[CH:24][CH:23]=[CH:22][CH:21]=1, predict the reaction product. (7) Given the reactants Br[C:2]1[CH:7]=[CH:6][C:5]([O:8][C:9]2[CH:14]=[CH:13][C:12]([O:15][C:16]([F:19])([F:18])[F:17])=[CH:11][CH:10]=2)=[CH:4][CH:3]=1.C([Li])CCC.C([O:28][B:29](OC(C)C)[O:30]C(C)C)(C)C, predict the reaction product. The product is: [F:17][C:16]([F:19])([F:18])[O:15][C:12]1[CH:13]=[CH:14][C:9]([O:8][C:5]2[CH:6]=[CH:7][C:2]([B:29]([OH:30])[OH:28])=[CH:3][CH:4]=2)=[CH:10][CH:11]=1. (8) Given the reactants [H-].[Na+].[Cl:3][C:4]1[CH:11]=[CH:10][C:7]([C:8]#[N:9])=[C:6]([NH:12][CH:13]([C:24]2[CH:29]=[CH:28][CH:27]=[CH:26][CH:25]=2)[CH2:14][CH2:15][O:16][Si](C(C)(C)C)(C)C)[CH:5]=1.CI.[C:32](O)(=O)C, predict the reaction product. The product is: [Cl:3][C:4]1[CH:11]=[CH:10][C:7]([C:8]#[N:9])=[C:6]([N:12]([CH:13]([C:24]2[CH:25]=[CH:26][CH:27]=[CH:28][CH:29]=2)[CH2:14][CH2:15][OH:16])[CH3:32])[CH:5]=1.